Regression. Given two drug SMILES strings and cell line genomic features, predict the synergy score measuring deviation from expected non-interaction effect. From a dataset of NCI-60 drug combinations with 297,098 pairs across 59 cell lines. (1) Drug 1: C1CCC(CC1)NC(=O)N(CCCl)N=O. Drug 2: CC1=CC=C(C=C1)C2=CC(=NN2C3=CC=C(C=C3)S(=O)(=O)N)C(F)(F)F. Cell line: HS 578T. Synergy scores: CSS=5.45, Synergy_ZIP=-4.71, Synergy_Bliss=1.68, Synergy_Loewe=-4.94, Synergy_HSA=-0.517. (2) Synergy scores: CSS=46.8, Synergy_ZIP=-2.21, Synergy_Bliss=-1.63, Synergy_Loewe=-1.57, Synergy_HSA=-1.51. Drug 2: CC1C(C(CC(O1)OC2CC(OC(C2O)C)OC3=CC4=CC5=C(C(=O)C(C(C5)C(C(=O)C(C(C)O)O)OC)OC6CC(C(C(O6)C)O)OC7CC(C(C(O7)C)O)OC8CC(C(C(O8)C)O)(C)O)C(=C4C(=C3C)O)O)O)O. Cell line: PC-3. Drug 1: C1CN1P(=S)(N2CC2)N3CC3. (3) Drug 1: C1C(C(OC1N2C=NC3=C2NC=NCC3O)CO)O. Drug 2: CC12CCC3C(C1CCC2OP(=O)(O)O)CCC4=C3C=CC(=C4)OC(=O)N(CCCl)CCCl.[Na+]. Cell line: OVCAR-4. Synergy scores: CSS=1.61, Synergy_ZIP=-0.155, Synergy_Bliss=3.02, Synergy_Loewe=1.39, Synergy_HSA=1.31. (4) Cell line: RXF 393. Synergy scores: CSS=1.33, Synergy_ZIP=-0.498, Synergy_Bliss=0.431, Synergy_Loewe=-5.29, Synergy_HSA=-1.60. Drug 2: C1C(C(OC1N2C=NC(=NC2=O)N)CO)O. Drug 1: C(=O)(N)NO. (5) Cell line: MALME-3M. Synergy scores: CSS=4.07, Synergy_ZIP=-1.26, Synergy_Bliss=-4.73, Synergy_Loewe=-1.76, Synergy_HSA=-4.14. Drug 2: C(CN)CNCCSP(=O)(O)O. Drug 1: CS(=O)(=O)CCNCC1=CC=C(O1)C2=CC3=C(C=C2)N=CN=C3NC4=CC(=C(C=C4)OCC5=CC(=CC=C5)F)Cl. (6) Drug 2: CC(C1=C(C=CC(=C1Cl)F)Cl)OC2=C(N=CC(=C2)C3=CN(N=C3)C4CCNCC4)N. Synergy scores: CSS=6.05, Synergy_ZIP=-1.74, Synergy_Bliss=2.38, Synergy_Loewe=-2.43, Synergy_HSA=1.35. Drug 1: CS(=O)(=O)C1=CC(=C(C=C1)C(=O)NC2=CC(=C(C=C2)Cl)C3=CC=CC=N3)Cl. Cell line: PC-3. (7) Drug 1: C1=NC2=C(N1)C(=S)N=CN2. Drug 2: CC12CCC3C(C1CCC2OP(=O)(O)O)CCC4=C3C=CC(=C4)OC(=O)N(CCCl)CCCl.[Na+]. Cell line: MCF7. Synergy scores: CSS=5.93, Synergy_ZIP=-6.50, Synergy_Bliss=-3.46, Synergy_Loewe=-27.1, Synergy_HSA=-7.89. (8) Drug 1: CN(C)C1=NC(=NC(=N1)N(C)C)N(C)C. Drug 2: C1=CC=C(C=C1)NC(=O)CCCCCCC(=O)NO. Cell line: IGROV1. Synergy scores: CSS=16.8, Synergy_ZIP=2.94, Synergy_Bliss=5.24, Synergy_Loewe=2.86, Synergy_HSA=5.25. (9) Drug 1: C1CCN(CC1)CCOC2=CC=C(C=C2)C(=O)C3=C(SC4=C3C=CC(=C4)O)C5=CC=C(C=C5)O. Drug 2: CCC1(CC2CC(C3=C(CCN(C2)C1)C4=CC=CC=C4N3)(C5=C(C=C6C(=C5)C78CCN9C7C(C=CC9)(C(C(C8N6C)(C(=O)OC)O)OC(=O)C)CC)OC)C(=O)OC)O.OS(=O)(=O)O. Cell line: HS 578T. Synergy scores: CSS=59.0, Synergy_ZIP=6.15, Synergy_Bliss=11.2, Synergy_Loewe=-44.2, Synergy_HSA=5.41. (10) Drug 1: C1CCC(C1)C(CC#N)N2C=C(C=N2)C3=C4C=CNC4=NC=N3. Drug 2: CCN(CC)CCCC(C)NC1=C2C=C(C=CC2=NC3=C1C=CC(=C3)Cl)OC. Cell line: OVCAR3. Synergy scores: CSS=22.7, Synergy_ZIP=-0.737, Synergy_Bliss=2.13, Synergy_Loewe=-43.2, Synergy_HSA=-2.39.